From a dataset of Peptide-MHC class I binding affinity with 185,985 pairs from IEDB/IMGT. Regression. Given a peptide amino acid sequence and an MHC pseudo amino acid sequence, predict their binding affinity value. This is MHC class I binding data. The peptide sequence is MDSNTVSSF. The MHC is HLA-B53:01 with pseudo-sequence HLA-B53:01. The binding affinity (normalized) is 0.